Dataset: Catalyst prediction with 721,799 reactions and 888 catalyst types from USPTO. Task: Predict which catalyst facilitates the given reaction. (1) Reactant: [CH:1]1([N:7]2[CH2:15][C:14]3[C:9](=[CH:10][C:11]([N:16]4[CH2:21][CH2:20][N:19]([CH2:22][CH2:23][CH2:24][CH2:25][C:26]5([C:39]([O:41]CC)=[O:40])[C:38]6[CH:37]=[CH:36][CH:35]=[CH:34][C:33]=6[C:32]6[C:27]5=[CH:28][CH:29]=[CH:30][CH:31]=6)[CH2:18][CH2:17]4)=[CH:12][CH:13]=3)[C:8]2=[O:44])[CH2:6][CH2:5][CH2:4][CH2:3][CH2:2]1.C1COCC1.[OH-].[Na+].Cl. Product: [C:39]([C:26]1([CH2:25][CH2:24][CH2:23][CH2:22][N:19]2[CH2:20][CH2:21][N:16]([C:11]3[CH:10]=[C:9]4[C:14]([CH2:15][N:7]([CH:1]5[CH2:6][CH2:5][CH2:4][CH2:3][CH2:2]5)[C:8]4=[O:44])=[CH:13][CH:12]=3)[CH2:17][CH2:18]2)[C:27]2[CH:28]=[CH:29][CH:30]=[CH:31][C:32]=2[C:33]2[C:38]1=[CH:37][CH:36]=[CH:35][CH:34]=2)([OH:41])=[O:40]. The catalyst class is: 5. (2) The catalyst class is: 48. Product: [F:11][C:12]([F:17])([F:16])[C:13]([OH:15])=[O:14].[C:1]1(=[O:10])[NH:9][CH2:8][CH2:7][CH2:6][CH2:5][CH2:4][CH2:3][CH2:2]1. Reactant: [C:1]1(=[O:10])[NH:9][CH2:8][CH2:7][CH2:6][CH2:5][CH2:4][CH2:3][CH2:2]1.[F:11][C:12]([F:17])([F:16])[C:13]([OH:15])=[O:14].